This data is from Catalyst prediction with 721,799 reactions and 888 catalyst types from USPTO. The task is: Predict which catalyst facilitates the given reaction. (1) Reactant: C(OC(=O)[NH:7][C:8]1[CH:13]=[C:12]([O:14][CH3:15])[C:11]([C:16]([F:19])([F:18])[F:17])=[CH:10][C:9]=1[NH:20][C:21](=[O:33])[CH2:22][C:23]([C:25]1[CH:30]=[CH:29][N:28]=[C:27]([C:31]#[N:32])[CH:26]=1)=O)(C)(C)C.C(O)(C(F)(F)F)=O. Product: [CH3:15][O:14][C:12]1[C:11]([C:16]([F:19])([F:18])[F:17])=[CH:10][C:9]2[NH:20][C:21](=[O:33])[CH2:22][C:23]([C:25]3[CH:30]=[CH:29][N:28]=[C:27]([C:31]#[N:32])[CH:26]=3)=[N:7][C:8]=2[CH:13]=1. The catalyst class is: 2. (2) Reactant: [NH2:1][C:2]1[CH:7]=[CH:6][CH:5]=[C:4]([Br:8])[N:3]=1.[Br:9]N1C(=O)CCC1=O.O. Product: [Br:9][C:5]1[CH:6]=[CH:7][C:2]([NH2:1])=[N:3][C:4]=1[Br:8]. The catalyst class is: 9. (3) Reactant: [CH3:1][O:2][C:3]1[CH:8]=[C:7]([CH3:9])[C:6]([S:10]([N:13]([CH2:15][C:16]2[O:20][C:19]([C:21](OC)=[O:22])=[N:18][N:17]=2)[CH3:14])(=[O:12])=[O:11])=[C:5]([CH3:25])[CH:4]=1.[CH3:26][O:27][CH:28]1[CH2:33][CH2:32][CH2:31][N:30]([CH2:34][C:35]2[CH:40]=[CH:39][C:38]([CH2:41][NH:42][CH3:43])=[CH:37][CH:36]=2)[CH2:29]1.C[Al](C)C. Product: [CH3:1][O:2][C:3]1[CH:8]=[C:7]([CH3:9])[C:6]([S:10]([N:13]([CH2:15][C:16]2[O:20][C:19]([C:21]([N:42]([CH2:41][C:38]3[CH:37]=[CH:36][C:35]([CH2:34][N:30]4[CH2:31][CH2:32][CH2:33][CH:28]([O:27][CH3:26])[CH2:29]4)=[CH:40][CH:39]=3)[CH3:43])=[O:22])=[N:18][N:17]=2)[CH3:14])(=[O:11])=[O:12])=[C:5]([CH3:25])[CH:4]=1. The catalyst class is: 26. (4) Reactant: Cl.N[C:3]1[CH:4]=[N:5][C:6]2[C:11]([CH:12]=1)=[CH:10][C:9]([O:13][CH3:14])=[C:8]([O:15][CH3:16])[CH:7]=2.C[O-].[Na+].[C:20]1(=O)[CH2:25][CH2:24][CH2:23][CH2:22][CH2:21]1.B.Cl.[OH-].[Na+].[N:31]1C=CC=CC=1. Product: [NH2:31][CH:20]1[CH2:25][CH2:24][CH2:23][CH:22]([C:4]2[CH:3]=[CH:12][C:11]3[C:6](=[CH:7][C:8]([O:15][CH3:16])=[C:9]([O:13][CH3:14])[CH:10]=3)[N:5]=2)[CH2:21]1. The catalyst class is: 5. (5) Reactant: [Cl:1][C:2]1[C:3]([C:15]([F:18])([F:17])[F:16])=[N:4][C:5]2[C:10]([N:11]=1)=[CH:9][C:8]([C:12]([OH:14])=O)=[CH:7][CH:6]=2.[CH2:19]([NH2:22])[C:20]#[CH:21].C(N(C(C)C)CC)(C)C.CN(C(ON1N=NC2C=CC=NC1=2)=[N+](C)C)C.F[P-](F)(F)(F)(F)F. Product: [Cl:1][C:2]1[C:3]([C:15]([F:18])([F:17])[F:16])=[N:4][C:5]2[C:10]([N:11]=1)=[CH:9][C:8]([C:12]([NH:22][CH2:19][C:20]#[CH:21])=[O:14])=[CH:7][CH:6]=2. The catalyst class is: 795. (6) Reactant: CCC(C)[BH-](C(C)CC)C(C)CC.[Li+].[C:15]([O:19][C:20]([N:22]1[CH2:27][CH:26]([F:28])[C:25](=[O:29])[C:24]([CH3:31])([CH3:30])[CH2:23]1)=[O:21])([CH3:18])([CH3:17])[CH3:16]. Product: [C:15]([O:19][C:20]([N:22]1[CH2:27][C@H:26]([F:28])[C@H:25]([OH:29])[C:24]([CH3:31])([CH3:30])[CH2:23]1)=[O:21])([CH3:18])([CH3:16])[CH3:17]. The catalyst class is: 7.